From a dataset of Full USPTO retrosynthesis dataset with 1.9M reactions from patents (1976-2016). Predict the reactants needed to synthesize the given product. Given the product [CH3:37][O:38][CH2:39][CH2:40][O:1][C:2]1[CH:7]=[CH:6][C:5]([C:8]2[N:13]3[N:14]=[C:15]([NH:17][C:18]([NH:20][C@H:21]([C:23]4[CH:28]=[CH:27][CH:26]=[C:25]([O:29][CH3:30])[CH:24]=4)[CH3:22])=[O:19])[N:16]=[C:12]3[N:11]=[CH:10][CH:9]=2)=[CH:4][CH:3]=1, predict the reactants needed to synthesize it. The reactants are: [OH:1][C:2]1[CH:7]=[CH:6][C:5]([C:8]2[N:13]3[N:14]=[C:15]([NH:17][C:18]([NH:20][C@H:21]([C:23]4[CH:28]=[CH:27][CH:26]=[C:25]([O:29][CH3:30])[CH:24]=4)[CH3:22])=[O:19])[N:16]=[C:12]3[N:11]=[CH:10][CH:9]=2)=[CH:4][CH:3]=1.C(=O)([O-])[O-].[K+].[K+].[CH3:37][O:38][CH2:39][CH2:40]Br.